Dataset: Full USPTO retrosynthesis dataset with 1.9M reactions from patents (1976-2016). Task: Predict the reactants needed to synthesize the given product. (1) Given the product [Br:11][C:12]1[CH:19]=[C:18]([F:20])[CH:17]=[CH:16][C:13]=1[CH:14]1[C:23]([C:24]([O:26][CH2:27][CH3:28])=[O:25])=[C:22]([CH3:29])[NH:9][C:8]([C:6]2[S:7][C:3]([CH3:2])=[N:4][N:5]=2)=[N:10]1, predict the reactants needed to synthesize it. The reactants are: Cl.[CH3:2][C:3]1[S:7][C:6]([C:8](=[NH:10])[NH2:9])=[N:5][N:4]=1.[Br:11][C:12]1[CH:19]=[C:18]([F:20])[CH:17]=[CH:16][C:13]=1[CH:14]=O.O=[C:22]([CH3:29])[CH2:23][C:24]([O:26][CH2:27][CH3:28])=[O:25]. (2) Given the product [F:3][C:4]1[CH:9]=[C:8]([F:10])[CH:7]=[CH:6][C:5]=1[C:11]1[C:20]2[C:15](=[CH:16][C:17]([O:21][CH2:30][CH2:31][O:32][CH3:33])=[CH:18][CH:19]=2)[CH:14]=[C:13]([NH:22][C:23]2[CH:27]=[C:26]([CH3:28])[NH:25][N:24]=2)[N:12]=1, predict the reactants needed to synthesize it. The reactants are: [H-].[Na+].[F:3][C:4]1[CH:9]=[C:8]([F:10])[CH:7]=[CH:6][C:5]=1[C:11]1[C:20]2[C:15](=[CH:16][C:17]([OH:21])=[CH:18][CH:19]=2)[CH:14]=[C:13]([NH:22][C:23]2[CH:27]=[C:26]([CH3:28])[NH:25][N:24]=2)[N:12]=1.Br[CH2:30][CH2:31][O:32][CH3:33]. (3) Given the product [F:1][C:2]1[C:3]([I:25])=[C:4]([NH:12][C:13](=[O:19])[O:14][C:15]([CH3:16])([CH3:18])[CH3:17])[CH:5]=[CH:6][C:7]=1[C:8]([F:11])([F:10])[F:9], predict the reactants needed to synthesize it. The reactants are: [F:1][C:2]1[CH:3]=[C:4]([NH:12][C:13](=[O:19])[O:14][C:15]([CH3:18])([CH3:17])[CH3:16])[CH:5]=[CH:6][C:7]=1[C:8]([F:11])([F:10])[F:9].[Li]CCCC.[I:25]I.[NH4+].[Cl-].OS([O-])=O.[Na+].